From a dataset of Experimentally validated miRNA-target interactions with 360,000+ pairs, plus equal number of negative samples. Binary Classification. Given a miRNA mature sequence and a target amino acid sequence, predict their likelihood of interaction. (1) The miRNA is hsa-miR-5094 with sequence AAUCAGUGAAUGCCUUGAACCU. The protein sequence of the target gene is MSSTSPNLQKAIDLASKAAQEDKAGNYEEALQLYQHAVQYFLHVVKYEAQGDKAKQSIRAKCTEYLDRAEKLKEYLKNKEKKAQKPVKEGQPSPADEKGNDSDGEGESDDPEKKKLQNQLQGAIVIERPNVKWSDVAGLEGAKEALKEAVILPIKFPHLFTGKRTPWRGILLFGPPGTGKSYLAKAVATEANNSTFFSISSSDLVSKWLGESEKLVKNLFQLARENKPSIIFIDEIDSLCGSRSENESEAARRIKTEFLVQMQGVGVDNDGILVLGATNIPWVLDSAIRRRFEKRIYIPL.... Result: 1 (interaction). (2) The miRNA is hsa-miR-4707-5p with sequence GCCCCGGCGCGGGCGGGUUCUGG. The protein sequence of the target gene is MAEAALVITPQIPMVTEEFVKPSQGHVTFEDIAVYFSQEEWGLLDEAQRCLYHDVMLENFSLMASVGCLHGIEAEEAPSEQTLSAQGVSQARTPKLGPSIPNAHSCEMCILVMKDILYLSEHQGTLPWQKPYTSVASGKWFSFGSNLQQHQNQDSGEKHIRKEESSALLLNSCKIPLSDNLFPCKDVEKDFPTILGLLQHQTTHSRQEYAHRSRETFQQRRYKCEQVFNEKVHVTEHQRVHTGEKAYKRREYGKSLNSKYLFVEHQRTHNAEKPYVCNICGKSFLHKQTLVGHQQRIHTR.... Result: 0 (no interaction).